From a dataset of Full USPTO retrosynthesis dataset with 1.9M reactions from patents (1976-2016). Predict the reactants needed to synthesize the given product. (1) Given the product [Cl:6][C:7]1[CH:8]=[C:9]([C:13]#[C:14][C:15]([N:17]([CH2:3][CH3:4])[CH2:18][CH2:19][C:20]2[CH:21]=[CH:22][CH:23]=[CH:24][CH:25]=2)=[O:16])[CH:10]=[CH:11][CH:12]=1, predict the reactants needed to synthesize it. The reactants are: [H-].[Na+].[CH2:3](Br)[CH3:4].[Cl:6][C:7]1[CH:8]=[C:9]([C:13]#[C:14][C:15]([N:17](C)[CH2:18][CH2:19][C:20]2[CH:25]=[CH:24][CH:23]=[CH:22][CH:21]=2)=[O:16])[CH:10]=[CH:11][CH:12]=1. (2) Given the product [NH2:1][C:2]1[C:16]([CH3:17])=[CH:15][C:14]([C:18]#[N:19])=[CH:13][C:3]=1[C:4]([NH:21][CH3:20])=[O:6], predict the reactants needed to synthesize it. The reactants are: [NH2:1][C:2]1[C:16]([CH3:17])=[CH:15][C:14]([C:18]#[N:19])=[CH:13][C:3]=1[C:4]([O:6]CCCCCC)=O.[CH3:20][NH2:21].C[O-].[Na+]. (3) Given the product [CH3:1][O:2][C:3](=[O:22])[CH:4]([O:20][CH3:21])[CH2:5][C:6]1[CH:11]=[CH:10][CH:9]=[C:8]([OH:12])[CH:7]=1, predict the reactants needed to synthesize it. The reactants are: [CH3:1][O:2][C:3](=[O:22])[CH:4]([O:20][CH3:21])[CH2:5][C:6]1[CH:11]=[CH:10][CH:9]=[C:8]([O:12]CC2C=CC=CC=2)[CH:7]=1. (4) The reactants are: [Br:1][C:2]1[CH:3]=[C:4]2[C:11]3([C:15](=[O:16])[N:14]([CH3:17])[C:13](SC)=[N:12]3)[CH2:10][CH:9]([C:20]3[CH:25]=[CH:24][CH:23]=[C:22]([F:26])[CH:21]=3)[O:8][C:5]2=[CH:6][CH:7]=1.[NH4+:27].[I-]. Given the product [NH2:27][C:13]1[N:14]([CH3:17])[C:15](=[O:16])[C:11]2([C:4]3[C:5](=[CH:6][CH:7]=[C:2]([Br:1])[CH:3]=3)[O:8][CH:9]([C:20]3[CH:25]=[CH:24][CH:23]=[C:22]([F:26])[CH:21]=3)[CH2:10]2)[N:12]=1, predict the reactants needed to synthesize it. (5) Given the product [F:15][C:16]1[CH:21]=[C:20]([F:22])[CH:19]=[CH:18][C:17]=1[C:23]([OH:24])([CH2:26][N:27]1[CH:31]=[N:30][CH:29]=[N:28]1)[CH2:25][N:3]1[C:4](=[O:14])[C:5]2[C:9]3[CH2:10][CH2:11][CH2:12][CH2:13][C:8]=3[S:7][C:6]=2[N:1]=[CH:2]1, predict the reactants needed to synthesize it. The reactants are: [N:1]1[C:6]2[S:7][C:8]3[CH2:13][CH2:12][CH2:11][CH2:10][C:9]=3[C:5]=2[C:4](=[O:14])[NH:3][CH:2]=1.[F:15][C:16]1[CH:21]=[C:20]([F:22])[CH:19]=[CH:18][C:17]=1[C:23]1([CH2:26][N:27]2[CH:31]=[N:30][CH:29]=[N:28]2)[CH2:25][O:24]1.C[O-].[Na+]. (6) Given the product [CH3:9][N:10]1[CH2:15][CH2:14][CH2:13][CH:12]([O:16][C:2]2[CH:7]=[CH:6][C:5]([Br:8])=[CH:4][N:3]=2)[CH2:11]1, predict the reactants needed to synthesize it. The reactants are: Br[C:2]1[CH:7]=[CH:6][C:5]([Br:8])=[CH:4][N:3]=1.[CH3:9][N:10]1[CH2:15][CH2:14][CH2:13][CH:12]([OH:16])[CH2:11]1. (7) Given the product [F:29][C:30]1[CH:31]=[CH:32][C:33]([C:36]2[O:50][C:44]([C:45]([F:46])([F:47])[F:48])=[N:43][C:37]=2[C:38]([O:40][CH2:41][CH3:42])=[O:39])=[CH:34][CH:35]=1, predict the reactants needed to synthesize it. The reactants are: C(N(CC)CC)C.C1(P(C2C=CC=CC=2)C2C=CC=CC=2)C=CC=CC=1.II.[F:29][C:30]1[CH:35]=[CH:34][C:33]([C:36](=[O:50])[CH:37]([NH:43][C:44](=O)[C:45]([F:48])([F:47])[F:46])[C:38]([O:40][CH2:41][CH3:42])=[O:39])=[CH:32][CH:31]=1.